Dataset: Forward reaction prediction with 1.9M reactions from USPTO patents (1976-2016). Task: Predict the product of the given reaction. (1) Given the reactants [C:1]([C:3]1[CH:8]=[CH:7][CH:6]=[CH:5][C:4]=1[C:9]1[CH:32]=[CH:31][C:12]2[N:13]([CH2:17][CH:18]3[CH2:23][CH2:22][N:21](C(OC(C)(C)C)=O)[CH2:20][CH2:19]3)[C:14](=[O:16])[S:15][C:11]=2[CH:10]=1)#[N:2].CO.Cl.CCOC(C)=O, predict the reaction product. The product is: [O:16]=[C:14]1[N:13]([CH2:17][CH:18]2[CH2:19][CH2:20][NH:21][CH2:22][CH2:23]2)[C:12]2[CH:31]=[CH:32][C:9]([C:4]3[CH:5]=[CH:6][CH:7]=[CH:8][C:3]=3[C:1]#[N:2])=[CH:10][C:11]=2[S:15]1. (2) Given the reactants [O:1]=[S:2]1(=[O:23])[CH2:7][CH2:6][N:5]([C:8]([C:10]2[N:11]([CH:20]([CH3:22])[CH3:21])[C:12]3[C:17]([CH:18]=2)=[CH:16][C:15]([OH:19])=[CH:14][CH:13]=3)=[O:9])[CH2:4][CH2:3]1.[C:24]([O:28][C:29]([N:31]1[CH2:36][CH2:35][CH:34](O)[CH2:33][CH2:32]1)=[O:30])([CH3:27])([CH3:26])[CH3:25].C1(P(C2C=CC=CC=2)C2C=CC=CC=2)C=CC=CC=1.C(OC(N=NC(OC(C)(C)C)=O)=O)(C)(C)C, predict the reaction product. The product is: [C:24]([O:28][C:29]([N:31]1[CH2:36][CH2:35][CH:34]([O:19][C:15]2[CH:16]=[C:17]3[C:12](=[CH:13][CH:14]=2)[N:11]([CH:20]([CH3:21])[CH3:22])[C:10]([C:8]([N:5]2[CH2:4][CH2:3][S:2](=[O:1])(=[O:23])[CH2:7][CH2:6]2)=[O:9])=[CH:18]3)[CH2:33][CH2:32]1)=[O:30])([CH3:27])([CH3:25])[CH3:26].